From a dataset of Full USPTO retrosynthesis dataset with 1.9M reactions from patents (1976-2016). Predict the reactants needed to synthesize the given product. (1) Given the product [CH3:23][N:2]([CH3:1])[S:3]([N:6]1[CH:10]=[C:9]([CH2:11][C:12]([CH3:16])([CH3:15])[CH2:13][CH3:14])[N:8]=[C:7]1[CH2:17][CH2:18][C:19]([O:21][CH3:22])=[O:20])(=[O:4])=[O:5], predict the reactants needed to synthesize it. The reactants are: [CH3:1][N:2]([CH3:23])[S:3]([N:6]1[CH:10]=[C:9]([CH2:11][C:12]([CH3:16])([CH3:15])[CH2:13][CH3:14])[N:8]=[C:7]1[CH:17]=[CH:18][C:19]([O:21][CH3:22])=[O:20])(=[O:5])=[O:4]. (2) Given the product [OH:36][C:35]1[C:26]([CH:2]2[C:10]3[C:5](=[CH:6][CH:7]=[C:8]([O:13][CH3:14])[C:9]=3[O:11][CH3:12])[N:4]([CH2:15][C:16]3[O:17][C:18]([C:21]([F:22])([F:23])[F:24])=[CH:19][CH:20]=3)[C:3]2=[O:25])=[CH:27][C:28]2[O:33][CH2:32][CH2:31][O:30][C:29]=2[CH:34]=1, predict the reactants needed to synthesize it. The reactants are: O[C:2]1([C:26]2[C:35]([OH:36])=[CH:34][C:29]3[O:30][CH2:31][CH2:32][O:33][C:28]=3[CH:27]=2)[C:10]2[C:5](=[CH:6][CH:7]=[C:8]([O:13][CH3:14])[C:9]=2[O:11][CH3:12])[N:4]([CH2:15][C:16]2[O:17][C:18]([C:21]([F:24])([F:23])[F:22])=[CH:19][CH:20]=2)[C:3]1=[O:25].ClC1C=CC=C2C=1C(O)(C1C(O)=CC3OCCC=3C=1)C(=O)N2C(C1C=CC=CC=1)C1C=CC=CC=1. (3) Given the product [CH3:29][O:3][CH2:4][C:5]1[CH:6]=[C:7]([C:16]2[CH:17]=[C:18]([CH:21]=[CH:22][C:23]=2[O:24][C:25]([F:28])([F:26])[F:27])[CH:19]=[O:20])[C:8]2[O:12][CH2:11][C:10]([CH3:13])([CH3:14])[C:9]=2[CH:15]=1, predict the reactants needed to synthesize it. The reactants are: [H-].[Na+].[OH:3][CH2:4][C:5]1[CH:6]=[C:7]([C:16]2[CH:17]=[C:18]([CH:21]=[CH:22][C:23]=2[O:24][C:25]([F:28])([F:27])[F:26])[CH:19]=[O:20])[C:8]2[O:12][CH2:11][C:10]([CH3:14])([CH3:13])[C:9]=2[CH:15]=1.[CH3:29]I.O. (4) Given the product [F:18][C:19]1[CH:24]=[C:23]([F:25])[CH:22]=[CH:21][C:20]=1[O:26][CH2:2][C:3](=[O:17])[C@@H:4]([NH:6][C:7](=[O:16])[O:8][CH2:9][C:10]1[CH:15]=[CH:14][CH:13]=[CH:12][CH:11]=1)[CH3:5], predict the reactants needed to synthesize it. The reactants are: Br[CH2:2][C:3](=[O:17])[C@@H:4]([NH:6][C:7](=[O:16])[O:8][CH2:9][C:10]1[CH:15]=[CH:14][CH:13]=[CH:12][CH:11]=1)[CH3:5].[F:18][C:19]1[CH:24]=[C:23]([F:25])[CH:22]=[CH:21][C:20]=1[OH:26].[F-].[K+]. (5) Given the product [NH2:8][C:5]1[CH:6]=[CH:7][C:2]([Cl:1])=[CH:3][C:4]=1[C:15]([C:16]1[CH:21]=[CH:20][CH:19]=[C:18]([C:22]([F:23])([F:24])[F:25])[C:17]=1[O:26][CH3:27])=[O:28], predict the reactants needed to synthesize it. The reactants are: [Cl:1][C:2]1[CH:7]=[CH:6][C:5]([NH:8]C(=O)C(C)(C)C)=[C:4]([C:15](=[O:28])[C:16]2[CH:21]=[CH:20][CH:19]=[C:18]([C:22]([F:25])([F:24])[F:23])[C:17]=2[O:26][CH3:27])[CH:3]=1.[OH-].[Na+].O.